From a dataset of Reaction yield outcomes from USPTO patents with 853,638 reactions. Predict the reaction yield, written as a fraction of the theoretical maximum amount of product (1.0 means a 100% yield; for example, 0.34 means a 34% yield). The reactants are CN(C(ON1N=N[C:11]2[CH:12]=[CH:13][CH:14]=[N:15][C:10]1=2)=[N+](C)C)C.[F:18][P-](F)(F)(F)(F)F.[CH3:25][O:26][C:27]1[CH:28]=CC(NS(C)(=O)=O)=C(C=1)C(O)=O.C(N(CC)CC)C.[OH2:48]. The catalyst is CN(C=O)C. The product is [NH2:15][C:10]1[C:11]([F:18])=[CH:12][CH:13]=[CH:14][C:28]=1[C:27]([O:26][CH3:25])=[O:48]. The yield is 0.300.